From a dataset of Full USPTO retrosynthesis dataset with 1.9M reactions from patents (1976-2016). Predict the reactants needed to synthesize the given product. (1) Given the product [C:1]([O:4][CH2:5][C:6]([CH3:36])([CH3:35])[CH2:7][N:8]1[C:14]2[CH:15]=[CH:16][C:17]([Cl:19])=[CH:18][C:13]=2[C@@H:12]([C:20]2[CH:25]=[CH:24][CH:23]=[C:22]([O:26][CH3:27])[C:21]=2[O:28][CH3:29])[O:11][C@H:10]([CH2:30][C:31]([NH:42][C:43]2[S:44][CH:45]=[C:46]([CH2:48][C:49]([O:51][CH3:52])=[O:50])[N:47]=2)=[O:32])[C:9]1=[O:34])(=[O:3])[CH3:2], predict the reactants needed to synthesize it. The reactants are: [C:1]([O:4][CH2:5][C:6]([CH3:36])([CH3:35])[CH2:7][N:8]1[C:14]2[CH:15]=[CH:16][C:17]([Cl:19])=[CH:18][C:13]=2[C@@H:12]([C:20]2[CH:25]=[CH:24][CH:23]=[C:22]([O:26][CH3:27])[C:21]=2[O:28][CH3:29])[O:11][C@H:10]([CH2:30][C:31](O)=[O:32])[C:9]1=[O:34])(=[O:3])[CH3:2].S(Cl)(Cl)=O.Cl.[NH2:42][C:43]1[S:44][CH:45]=[C:46]([CH2:48][C:49]([O:51][CH3:52])=[O:50])[N:47]=1.C(N(CC)CC)C. (2) The reactants are: [C:1]1([CH2:11][CH2:12][C@H:13]2[CH2:18][NH:17][CH2:16][CH2:15][NH:14]2)[C:10]2[C:5](=[CH:6][CH:7]=[CH:8][CH:9]=2)[CH:4]=[CH:3][CH:2]=1.[CH3:19][C:20]1[S:29][C:28]2[NH:27][C:26]3[CH:30]=[CH:31][CH:32]=[CH:33][C:25]=3[N:24]=[C:23](N)[C:22]=2[CH:21]=1.C1(C)C=CC=CC=1.C(N(C(C)C)C(C)C)C. Given the product [CH3:19][C:20]1[S:29][C:28]2[NH:27][C:26]3[CH:30]=[CH:31][CH:32]=[CH:33][C:25]=3[N:24]=[C:23]([N:17]3[CH2:16][CH2:15][NH:14][C@@H:13]([CH2:12][CH2:11][C:1]4[C:10]5[C:5](=[CH:6][CH:7]=[CH:8][CH:9]=5)[CH:4]=[CH:3][CH:2]=4)[CH2:18]3)[C:22]=2[CH:21]=1, predict the reactants needed to synthesize it. (3) Given the product [CH3:19][C@H:16]1[NH:15][CH2:14][C@H:13]([O:12][C:11]2[CH:2]=[C:3]([CH:8]=[CH:9][N:10]=2)[C:4]([O:6][CH3:7])=[O:5])[CH2:18][CH2:17]1, predict the reactants needed to synthesize it. The reactants are: Cl[C:2]1[C:11]([O:12][C@@H:13]2[CH2:18][CH2:17][C@@H:16]([CH3:19])[NH:15][CH2:14]2)=[N:10][CH:9]=[CH:8][C:3]=1[C:4]([O:6][CH3:7])=[O:5].ClC1C(F)=NC=CC=1I. (4) Given the product [Cl:19][C:20]1[CH:26]=[CH:25][C:23]([NH:13][C:12]2[C:11]3[C:10](=[CH:9][CH:8]=[C:6]4[N:7]=[C:3]([C:1]#[N:2])[S:4][C:5]4=3)[N:14]=[CH:15][N:16]=2)=[C:22]([F:27])[CH:21]=1, predict the reactants needed to synthesize it. The reactants are: [C:1]([C:3]1[S:4][C:5]2[C:11]([C:12]#[N:13])=[C:10](/[N:14]=[CH:15]/[N:16](C)C)[CH:9]=[CH:8][C:6]=2[N:7]=1)#[N:2].[Cl:19][C:20]1[CH:26]=[CH:25][C:23](N)=[C:22]([F:27])[CH:21]=1.[K+].[Br-]. (5) Given the product [CH3:1][O:2][C:3](=[O:9])[C@H:4]1[CH2:8][CH2:7][CH2:6][N:5]1[CH3:10], predict the reactants needed to synthesize it. The reactants are: [CH3:1][O:2][C:3](=[O:9])[C@H:4]1[CH2:8][CH2:7][CH2:6][NH:5]1.[CH2:10]=O.